From a dataset of Full USPTO retrosynthesis dataset with 1.9M reactions from patents (1976-2016). Predict the reactants needed to synthesize the given product. (1) Given the product [N+:10]([C:3]1[CH:4]=[C:5]([CH:8]=[CH:9][C:2]=1[N:1]1[CH:15]=[CH:19][CH:18]=[CH:17]1)[C:6]#[N:7])([O-:12])=[O:11], predict the reactants needed to synthesize it. The reactants are: [NH2:1][C:2]1[CH:9]=[CH:8][C:5]([C:6]#[N:7])=[CH:4][C:3]=1[N+:10]([O-:12])=[O:11].CO[CH:15]1[CH2:19][CH2:18][CH:17](OC)O1. (2) The reactants are: [CH3:1][CH:2]([CH3:20])[C@H:3]([NH:6][C:7]1[C:16]2[C:11](=[CH:12][CH:13]=[CH:14][CH:15]=2)[N:10]=[CH:9][C:8]=1[N+:17]([O-:19])=[O:18])[CH2:4][OH:5].[Si:21](Cl)([C:24]([CH3:27])([CH3:26])[CH3:25])([CH3:23])[CH3:22]. Given the product [Si:21]([O:5][CH2:4][C@@H:3]([NH:6][C:7]1[C:16]2[C:11](=[CH:12][CH:13]=[CH:14][CH:15]=2)[N:10]=[CH:9][C:8]=1[N+:17]([O-:19])=[O:18])[CH:2]([CH3:20])[CH3:1])([C:24]([CH3:27])([CH3:26])[CH3:25])([CH3:23])[CH3:22], predict the reactants needed to synthesize it.